Predict the reaction yield, written as a fraction of the theoretical maximum amount of product (1.0 means a 100% yield; for example, 0.34 means a 34% yield). From a dataset of Reaction yield outcomes from USPTO patents with 853,638 reactions. The reactants are [C:1]12([C:7]3[O:8][C:9]4[CH:19]=[C:18]([N:20]([CH3:25])[S:21]([CH3:24])(=[O:23])=[O:22])[C:17](Br)=[CH:16][C:10]=4[C:11]=3[C:12]([NH:14][CH3:15])=[O:13])[CH2:6][CH:5]1[CH2:4][CH2:3][CH2:2]2.[B:27]1([B:27]2[O:31][C:30]([CH3:33])([CH3:32])[C:29]([CH3:35])([CH3:34])[O:28]2)[O:31][C:30]([CH3:33])([CH3:32])[C:29]([CH3:35])([CH3:34])[O:28]1.CC(O[K])=O. The catalyst is O1CCOCC1.O.C1C=CC(P(C2C=CC=CC=2)[C-]2C=CC=C2)=CC=1.C1C=CC(P(C2C=CC=CC=2)[C-]2C=CC=C2)=CC=1.Cl[Pd]Cl.[Fe+2]. The product is [C:1]12([C:7]3[O:8][C:9]4[CH:19]=[C:18]([N:20]([CH3:25])[S:21]([CH3:24])(=[O:23])=[O:22])[C:17]([B:27]5[O:31][C:30]([CH3:33])([CH3:32])[C:29]([CH3:35])([CH3:34])[O:28]5)=[CH:16][C:10]=4[C:11]=3[C:12]([NH:14][CH3:15])=[O:13])[CH2:6][CH:5]1[CH2:4][CH2:3][CH2:2]2. The yield is 0.500.